Dataset: Full USPTO retrosynthesis dataset with 1.9M reactions from patents (1976-2016). Task: Predict the reactants needed to synthesize the given product. (1) Given the product [C:1]([NH:5][C:6]([NH:8][CH:9]1[CH2:14][CH2:13][CH:12]([NH:15][C:16](=[O:17])[NH:18][CH:19]2[CH2:24][CH2:23][CH2:22][CH2:21][CH2:20]2)[CH2:11][CH2:10]1)=[O:7])([CH3:4])([CH3:3])[CH3:2], predict the reactants needed to synthesize it. The reactants are: [C:1]([N:5]=[C:6]=[O:7])([CH3:4])([CH3:3])[CH3:2].[NH2:8][C@H:9]1[CH2:14][CH2:13][C@H:12]([NH:15][C:16]([NH:18][CH:19]2[CH2:24][CH2:23][CH2:22][CH2:21][CH2:20]2)=[O:17])[CH2:11][CH2:10]1. (2) Given the product [N:26]1([C:8]([C:7]2[CH:6]=[C:5]([S:2]([NH2:1])(=[O:3])=[O:4])[CH:13]=[CH:12][CH:11]=2)=[O:10])[CH2:31][CH2:30][O:29][CH2:28][CH2:27]1, predict the reactants needed to synthesize it. The reactants are: [NH2:1][S:2]([C:5]1[CH:6]=[C:7]([CH:11]=[CH:12][CH:13]=1)[C:8]([OH:10])=O)(=[O:4])=[O:3].C1N=CN(C(N2C=NC=C2)=O)C=1.[NH:26]1[CH2:31][CH2:30][O:29][CH2:28][CH2:27]1. (3) Given the product [CH3:20][C:18]1[NH:17][N:16]=[C:15]([NH:14][C:4]2[N:3]=[C:2]([C:25]3[CH:26]=[N:22][NH:23][CH:24]=3)[C:11]3[C:6]([CH:5]=2)=[C:7]([O:12][CH3:13])[CH:8]=[CH:9][CH:10]=3)[CH:19]=1, predict the reactants needed to synthesize it. The reactants are: Cl[C:2]1[C:11]2[C:6](=[C:7]([O:12][CH3:13])[CH:8]=[CH:9][CH:10]=2)[CH:5]=[C:4]([NH:14][C:15]2[CH:19]=[C:18]([CH3:20])[NH:17][N:16]=2)[N:3]=1.C[N:22]1[CH:26]=[C:25](B(O)O)[CH:24]=[N:23]1. (4) Given the product [CH2:1]([O:3][C:4]([C:6]1[C:7]2[CH2:14][CH2:13][CH:12]([CH3:16])[C:11](=[O:15])[C:8]=2[S:9][CH:10]=1)=[O:5])[CH3:2], predict the reactants needed to synthesize it. The reactants are: [CH2:1]([O:3][C:4]([C:6]1[C:7]2[CH2:14][CH2:13][CH2:12][C:11](=[O:15])[C:8]=2[S:9][CH:10]=1)=[O:5])[CH3:2].[CH3:16][Si](C)(C)[N-][Si](C)(C)C.[Li+].O1CCCC1.CI.[Cl-].[NH4+]. (5) Given the product [Br:1][C:2]1[CH:3]=[C:4]([CH2:5][OH:6])[CH:9]=[CH:10][C:11]=1[CH:12]1[S:16](=[O:17])(=[O:18])[NH:15][C:14](=[O:19])[CH2:13]1, predict the reactants needed to synthesize it. The reactants are: [Br:1][C:2]1[CH:3]=[C:4]([CH:9]=[CH:10][C:11]=1[CH:12]1[S:16](=[O:18])(=[O:17])[NH:15][C:14](=[O:19])[CH2:13]1)[C:5](OC)=[O:6].[BH4-].[Li+]. (6) Given the product [CH2:1]([C:3]1[N:12]=[C:11]([N:12]2[CH2:3][CH2:20][N:19]([C:22]3[CH:10]=[CH:5][CH:6]=[CH:7][C:8]=3[O:14][CH3:15])[CH2:18][CH2:11]2)[C:10]2[C:5](=[CH:6][C:7]([O:16][CH3:17])=[C:8]([O:14][CH3:15])[CH:9]=2)[N:4]=1)[CH3:2], predict the reactants needed to synthesize it. The reactants are: [CH2:1]([C:3]1[N:12]=[C:11](O)[C:10]2[C:5](=[CH:6][C:7]([O:16][CH3:17])=[C:8]([O:14][CH3:15])[CH:9]=2)[N:4]=1)[CH3:2].[CH3:18][N:19]([CH3:22])[CH:20]=O. (7) Given the product [OH:3][C:4]1[CH:9]=[CH:8][C:7]([S:10]([Cl:18])(=[O:13])=[O:11])=[CH:6][CH:5]=1, predict the reactants needed to synthesize it. The reactants are: O.O.[OH:3][C:4]1[CH:9]=[CH:8][C:7]([S:10]([O-:13])(=O)=[O:11])=[CH:6][CH:5]=1.[Na+].O.S(Cl)([Cl:18])=O.CN(C=O)C.